Task: Predict which catalyst facilitates the given reaction.. Dataset: Catalyst prediction with 721,799 reactions and 888 catalyst types from USPTO (1) Reactant: [OH:1][C:2]1[CH:11]=[C:10]2[C:5]([C:6]([S:12][CH3:13])=[N:7][CH:8]=[N:9]2)=[CH:4][CH:3]=1.[H-].[Na+].[C:16]([N:19]1[CH2:24][CH2:23][N:22]([C:25](=[O:30])[CH2:26][CH2:27][CH2:28]Cl)[CH2:21][CH2:20]1)(=[O:18])[CH3:17].[Cl-].[NH4+]. Product: [C:16]([N:19]1[CH2:24][CH2:23][N:22]([C:25](=[O:30])[CH2:26][CH2:27][CH2:28][O:1][C:2]2[CH:11]=[C:10]3[C:5]([C:6]([S:12][CH3:13])=[N:7][CH:8]=[N:9]3)=[CH:4][CH:3]=2)[CH2:21][CH2:20]1)(=[O:18])[CH3:17]. The catalyst class is: 9. (2) Reactant: [Cl:1][C:2]1[CH:30]=[CH:29][CH:28]=[CH:27][C:3]=1[CH2:4][C:5]1[CH:6]=[C:7]([NH:16][C:17]2[CH:24]=[CH:23][C:20]([CH:21]=O)=[CH:19][C:18]=2[O:25][CH3:26])[C:8]2[C:9](=[O:15])[NH:10][N:11]=[CH:12][C:13]=2[N:14]=1.[CH3:31][N:32]1[CH2:37][CH2:36][NH:35][CH2:34][CH2:33]1.C(O)(=O)C.C(O[BH-](OC(=O)C)OC(=O)C)(=O)C.[Na+].[Cl-].[NH4+]. Product: [Cl:1][C:2]1[CH:30]=[CH:29][CH:28]=[CH:27][C:3]=1[CH2:4][C:5]1[CH:6]=[C:7]([NH:16][C:17]2[CH:24]=[CH:23][C:20]([CH2:21][N:35]3[CH2:36][CH2:37][N:32]([CH3:31])[CH2:33][CH2:34]3)=[CH:19][C:18]=2[O:25][CH3:26])[C:8]2[C:9](=[O:15])[NH:10][N:11]=[CH:12][C:13]=2[N:14]=1. The catalyst class is: 26. (3) Reactant: [CH3:1][O:2][C:3](=[O:35])[C@@H:4]([NH:14][C:15]([C:17]1[S:18][C:19]([C:24](=[O:34])[NH:25][CH2:26][C:27]2[CH:32]=[CH:31][CH:30]=[C:29]([OH:33])[CH:28]=2)=[CH:20][C:21]=1[CH2:22][CH3:23])=[O:16])[CH2:5][NH:6]C(OC(C)(C)C)=O.[C:36]([OH:42])([C:38]([F:41])([F:40])[F:39])=[O:37]. Product: [F:39][C:38]([F:41])([F:40])[C:36]([OH:42])=[O:37].[CH3:1][O:2][C:3](=[O:35])[C@@H:4]([NH:14][C:15]([C:17]1[S:18][C:19]([C:24](=[O:34])[NH:25][CH2:26][C:27]2[CH:32]=[CH:31][CH:30]=[C:29]([OH:33])[CH:28]=2)=[CH:20][C:21]=1[CH2:22][CH3:23])=[O:16])[CH2:5][NH2:6]. The catalyst class is: 2. (4) Reactant: [CH:1]([C:4]1[CH:9]=[CH:8][CH:7]=[C:6]([CH:10]([CH3:12])[CH3:11])[C:5]=1[OH:13])([CH3:3])[CH3:2].Br[CH2:15][Cl:16].[OH-].[Na+]. Product: [Cl:16][CH2:15][O:13][C:5]1[C:4]([CH:1]([CH3:3])[CH3:2])=[CH:9][CH:8]=[CH:7][C:6]=1[CH:10]([CH3:12])[CH3:11]. The catalyst class is: 1. (5) Reactant: [CH3:1][NH:2][CH2:3][CH2:4][C:5]1[CH:10]=[CH:9][CH:8]=[CH:7][N:6]=1.[F:11][C:12]1[CH:31]=[CH:30][CH:29]=[C:28]([F:32])[C:13]=1[CH2:14][N:15]1[C:20]([CH3:21])=[C:19]([CH:22]=C=O)[C:18](=[O:25])[C:17]([Br:26])=[C:16]1[CH3:27].[BH-](OC(C)=O)(OC(C)=O)OC(C)=O.[Na+]. The catalyst class is: 34. Product: [F:11][C:12]1[CH:31]=[CH:30][CH:29]=[C:28]([F:32])[C:13]=1[CH2:14][N:15]1[C:20]([CH3:21])=[C:19]([CH2:22][N:2]([CH2:3][CH2:4][C:5]2[CH:10]=[CH:9][CH:8]=[CH:7][N:6]=2)[CH3:1])[C:18](=[O:25])[C:17]([Br:26])=[C:16]1[CH3:27]. (6) Reactant: Cl.[NH2:2][OH:3].C(=O)(O)[O-].[Na+].[F:9][C:10]([F:24])([F:23])[C:11]1[CH:18]=[C:17]([C:19]([F:22])([F:21])[F:20])[CH:16]=[CH:15][C:12]=1[CH:13]=O. Product: [F:9][C:10]([F:24])([F:23])[C:11]1[CH:18]=[C:17]([C:19]([F:22])([F:21])[F:20])[CH:16]=[CH:15][C:12]=1[CH:13]=[N:2][OH:3]. The catalyst class is: 72. (7) Reactant: [H-].[Na+].[Cl:3][C:4]1[CH:28]=[CH:27][C:7]([C:8]([N:10]2[CH:22]([C:23]([O:25]C)=[O:24])[CH2:21][C:20]3[C:19]4[C:14](=[CH:15][CH:16]=[CH:17][CH:18]=4)[NH:13][C:12]=3[CH2:11]2)=[O:9])=[CH:6][CH:5]=1.I[CH3:30].[H-]. Product: [Cl:3][C:4]1[CH:5]=[CH:6][C:7]([C:8]([N:10]2[CH:22]([C:23]([OH:25])=[O:24])[CH2:21][C:20]3[C:19]4[C:14](=[CH:15][CH:16]=[CH:17][CH:18]=4)[N:13]([CH3:30])[C:12]=3[CH2:11]2)=[O:9])=[CH:27][CH:28]=1. The catalyst class is: 121.